This data is from Reaction yield outcomes from USPTO patents with 853,638 reactions. The task is: Predict the reaction yield, written as a fraction of the theoretical maximum amount of product (1.0 means a 100% yield; for example, 0.34 means a 34% yield). The reactants are [CH3:1][O:2][C:3]1[CH:11]=[CH:10][CH:9]=[C:8]([N+:12]([O-:14])=[O:13])[C:4]=1[C:5]([OH:7])=O.[NH2:15][CH:16]1[CH2:21][CH2:20][N:19]([CH2:22][C:23]2[CH:28]=[CH:27][CH:26]=[CH:25][CH:24]=2)[CH2:18][CH2:17]1.ON1C2C=CC=CC=2N=N1.CN(C)CCCN=C=NCC.C(N(CC)CC)C. The catalyst is C(OCC)(=O)C. The product is [CH2:22]([N:19]1[CH2:20][CH2:21][CH:16]([NH:15][C:5](=[O:7])[C:4]2[C:8]([N+:12]([O-:14])=[O:13])=[CH:9][CH:10]=[CH:11][C:3]=2[O:2][CH3:1])[CH2:17][CH2:18]1)[C:23]1[CH:24]=[CH:25][CH:26]=[CH:27][CH:28]=1. The yield is 0.860.